From a dataset of TCR-epitope binding with 47,182 pairs between 192 epitopes and 23,139 TCRs. Binary Classification. Given a T-cell receptor sequence (or CDR3 region) and an epitope sequence, predict whether binding occurs between them. (1) The epitope is FLNGSCGSV. The TCR CDR3 sequence is CASSLTGWGETQYF. Result: 1 (the TCR binds to the epitope). (2) The TCR CDR3 sequence is CASSPPGGGGPYGYTF. The epitope is TLIGDCATV. Result: 0 (the TCR does not bind to the epitope). (3) The epitope is QASQEVKNW. Result: 0 (the TCR does not bind to the epitope). The TCR CDR3 sequence is CASSEGLSWDTQYF. (4) The epitope is LLMPILTLT. The TCR CDR3 sequence is CASSLAGGSYNEQFF. Result: 1 (the TCR binds to the epitope). (5) The epitope is FLASKIGRLV. The TCR CDR3 sequence is CASSLNLGQGHYEQYF. Result: 0 (the TCR does not bind to the epitope). (6) The epitope is SFHSLHLLF. The TCR CDR3 sequence is CASNPPRANTGELFF. Result: 1 (the TCR binds to the epitope).